This data is from Catalyst prediction with 721,799 reactions and 888 catalyst types from USPTO. The task is: Predict which catalyst facilitates the given reaction. Reactant: [Br:1][C:2]1[CH:3]=[C:4]([NH:9][S:10]([CH:13]2[CH2:15][CH2:14]2)(=[O:12])=[O:11])[C:5]([CH3:8])=[N:6][CH:7]=1.[C:16](=O)([O-])[O-].[K+].[K+].CI. Product: [Br:1][C:2]1[CH:3]=[C:4]([N:9]([CH3:16])[S:10]([CH:13]2[CH2:14][CH2:15]2)(=[O:12])=[O:11])[C:5]([CH3:8])=[N:6][CH:7]=1. The catalyst class is: 1.